From a dataset of Catalyst prediction with 721,799 reactions and 888 catalyst types from USPTO. Predict which catalyst facilitates the given reaction. (1) Reactant: [CH3:1][N:2]([CH3:18])[C:3]1[N:8]=[C:7]([C:9]2[CH:17]=[CH:16][C:12]([C:13]([OH:15])=[O:14])=[CH:11][CH:10]=2)[CH:6]=[CH:5][N:4]=1.Cl. Product: [CH3:1][N:2]([CH3:18])[C:3]1[NH:8][CH:7]([C:9]2[CH:17]=[CH:16][C:12]([C:13]([OH:15])=[O:14])=[CH:11][CH:10]=2)[CH2:6][CH2:5][N:4]=1. The catalyst class is: 522. (2) Reactant: [CH:1](NC(C)C)(C)C.C([Li])CCC.[CH2:13]([CH:15]([C:19]1[CH:24]=[CH:23][N:22]=[CH:21][CH:20]=1)[C:16]([OH:18])=[O:17])[CH3:14].CI. Product: [CH2:13]([C:15]([C:19]1[CH:20]=[CH:21][N:22]=[CH:23][CH:24]=1)([CH3:1])[C:16]([OH:18])=[O:17])[CH3:14]. The catalyst class is: 198. (3) Reactant: [F:1][C:2]1[CH:7]=[CH:6][C:5]([NH:8][C:9](=[O:26])[C:10]2[CH:15]=[CH:14][C:13]([CH3:16])=[C:12](B3OC(C)(C)C(C)(C)O3)[CH:11]=2)=[CH:4][C:3]=1[C:27]([F:30])([F:29])[F:28].Br[C:32]1[CH:33]=[C:34]2[C:39](=[CH:40][CH:41]=1)[N:38]=[C:37]([NH:42][CH3:43])[N:36]=[CH:35]2.C([O-])([O-])=O.[K+].[K+]. Product: [F:1][C:2]1[CH:7]=[CH:6][C:5]([NH:8][C:9](=[O:26])[C:10]2[CH:15]=[CH:14][C:13]([CH3:16])=[C:12]([C:32]3[CH:33]=[C:34]4[C:39](=[CH:40][CH:41]=3)[N:38]=[C:37]([NH:42][CH3:43])[N:36]=[CH:35]4)[CH:11]=2)=[CH:4][C:3]=1[C:27]([F:29])([F:28])[F:30]. The catalyst class is: 140. (4) Reactant: [CH2:1]([N:8]1[CH2:13][C:12](=O)[NH:11][C@@H:10]([CH2:15][O:16][CH2:17][C:18]2[CH:23]=[CH:22][C:21]([O:24][CH3:25])=[CH:20][CH:19]=2)[C:9]1=O)[C:2]1[CH:7]=[CH:6][CH:5]=[CH:4][CH:3]=1.[H-].[Al+3].[Li+].[H-].[H-].[H-].C(C(C(C([O-])=O)O)O)([O-])=O.[Na+].[K+].[Al]. Product: [CH2:1]([N:8]1[CH2:13][CH2:12][NH:11][C@@H:10]([CH2:15][O:16][CH2:17][C:18]2[CH:19]=[CH:20][C:21]([O:24][CH3:25])=[CH:22][CH:23]=2)[CH2:9]1)[C:2]1[CH:3]=[CH:4][CH:5]=[CH:6][CH:7]=1. The catalyst class is: 54. (5) Reactant: [F:1][C:2]1[CH:7]=[C:6]([N+:8]([O-:10])=[O:9])[C:5](F)=[CH:4][C:3]=1[F:12].Cl.Cl.[F:15][C:16]([F:26])([F:25])[CH2:17][CH2:18][N:19]1[CH2:24][CH2:23][NH:22][CH2:21][CH2:20]1.CCN(C(C)C)C(C)C. Product: [F:1][C:2]1[C:3]([F:12])=[CH:4][C:5]([N:22]2[CH2:21][CH2:20][N:19]([CH2:18][CH2:17][C:16]([F:25])([F:26])[F:15])[CH2:24][CH2:23]2)=[C:6]([N+:8]([O-:10])=[O:9])[CH:7]=1. The catalyst class is: 41.